From a dataset of Peptide-MHC class I binding affinity with 185,985 pairs from IEDB/IMGT. Regression. Given a peptide amino acid sequence and an MHC pseudo amino acid sequence, predict their binding affinity value. This is MHC class I binding data. (1) The peptide sequence is YLMPYSVYI. The MHC is HLA-C06:02 with pseudo-sequence HLA-C06:02. The binding affinity (normalized) is 0.820. (2) The peptide sequence is ITMYVAFEQ. The MHC is HLA-A03:01 with pseudo-sequence HLA-A03:01. The binding affinity (normalized) is 0.0847. (3) The peptide sequence is AMVRMYIFF. The MHC is HLA-A24:02 with pseudo-sequence HLA-A24:02. The binding affinity (normalized) is 0.223. (4) The peptide sequence is LPGPDTRHL. The MHC is HLA-B54:01 with pseudo-sequence HLA-B54:01. The binding affinity (normalized) is 0.0185. (5) The MHC is Mamu-B52 with pseudo-sequence Mamu-B52. The binding affinity (normalized) is 0.838. The peptide sequence is VGNVYVCF. (6) The peptide sequence is AISYCRAFIY. The MHC is HLA-A31:01 with pseudo-sequence HLA-A31:01. The binding affinity (normalized) is 0.525. (7) The peptide sequence is RGRKPIFRK. The MHC is HLA-A24:03 with pseudo-sequence HLA-A24:03. The binding affinity (normalized) is 0.0847.